Dataset: Forward reaction prediction with 1.9M reactions from USPTO patents (1976-2016). Task: Predict the product of the given reaction. (1) Given the reactants [F:1][C:2]1[C:3](I)=[C:4]2[C:14]3[C:9](=[CH:10][N:11]=[C:12]([C:15]4[CH:16]=[N:17][CH:18]=[CH:19][CH:20]=4)[CH:13]=3)[N:8]([S:21]([C:24]3[CH:29]=[CH:28][C:27]([CH3:30])=[CH:26][CH:25]=3)(=[O:23])=[O:22])[C:5]2=[N:6][CH:7]=1.[CH3:32][O:33][C:34]([C:36]1[CH:41]=[CH:40][C:39](B2OC(C)(C)C(C)(C)O2)=[CH:38][CH:37]=1)=[O:35].C(=O)([O-])[O-].[Cs+].[Cs+].CO, predict the reaction product. The product is: [F:1][C:2]1[C:3]([C:39]2[CH:40]=[CH:41][C:36]([C:34]([O:33][CH3:32])=[O:35])=[CH:37][CH:38]=2)=[C:4]2[C:14]3[C:9](=[CH:10][N:11]=[C:12]([C:15]4[CH:16]=[N:17][CH:18]=[CH:19][CH:20]=4)[CH:13]=3)[N:8]([S:21]([C:24]3[CH:29]=[CH:28][C:27]([CH3:30])=[CH:26][CH:25]=3)(=[O:23])=[O:22])[C:5]2=[N:6][CH:7]=1. (2) Given the reactants [NH2:1][CH2:2][C:3]([NH:5][C@H:6]1[CH2:11][CH2:10][C@@H:9]([N:12]([CH:14]([CH3:16])[CH3:15])[CH3:13])[CH2:8][C@H:7]1[CH2:17][O:18][CH3:19])=[O:4].Cl[C:21]1[C:30]2[C:25](=[CH:26][CH:27]=[C:28]([C:31]([F:34])([F:33])[F:32])[CH:29]=2)[N:24]=[CH:23][N:22]=1.C(N(CC)CC)C, predict the reaction product. The product is: [CH:14]([N:12]([CH3:13])[C@@H:9]1[CH2:10][CH2:11][C@H:6]([NH:5][C:3](=[O:4])[CH2:2][NH:1][C:21]2[C:30]3[C:25](=[CH:26][CH:27]=[C:28]([C:31]([F:33])([F:34])[F:32])[CH:29]=3)[N:24]=[CH:23][N:22]=2)[C@H:7]([CH2:17][O:18][CH3:19])[CH2:8]1)([CH3:16])[CH3:15]. (3) Given the reactants [OH-].[Na+].C[O:4][C:5](=[O:31])[C:6]1[CH:11]=[CH:10][C:9]([O:12][C:13]2[C:14]3[CH2:30][CH2:29][CH2:28][C:15]=3[N:16]=[C:17]([C:19]3[CH:24]=[CH:23][C:22]([O:25][CH3:26])=[C:21]([F:27])[CH:20]=3)[N:18]=2)=[CH:8][CH:7]=1.O1CCOCC1.Cl, predict the reaction product. The product is: [F:27][C:21]1[CH:20]=[C:19]([C:17]2[N:18]=[C:13]([O:12][C:9]3[CH:8]=[CH:7][C:6]([C:5]([OH:31])=[O:4])=[CH:11][CH:10]=3)[C:14]3[CH2:30][CH2:29][CH2:28][C:15]=3[N:16]=2)[CH:24]=[CH:23][C:22]=1[O:25][CH3:26]. (4) Given the reactants CN1CCOCC1.[NH2:8][C@H:9]([C:25]([NH:27][C@H:28]([C:33]([NH:35][C@H:36]([C:41]([O:43][CH3:44])=[O:42])[CH2:37][CH:38]([CH3:40])[CH3:39])=[O:34])[CH2:29][CH:30]([CH3:32])[CH3:31])=[O:26])[CH2:10][CH2:11][CH2:12][CH2:13][NH:14][C:15]([O:17][CH2:18][C:19]1[CH:24]=[CH:23][CH:22]=[CH:21][CH:20]=1)=[O:16].Cl.C1C=CC2N(O)N=NC=2C=1.[NH:56]([C:73]([O:75][C:76]([CH3:79])([CH3:78])[CH3:77])=[O:74])[C@H:57]([C:62]([NH:64][C@H:65]([C:70](O)=[O:71])[CH2:66][CH:67]([CH3:69])[CH3:68])=[O:63])[CH2:58][CH:59]([CH3:61])[CH3:60].CC(C)N=C=NC(C)C, predict the reaction product. The product is: [NH:56]([C:73]([O:75][C:76]([CH3:79])([CH3:78])[CH3:77])=[O:74])[C@H:57]([C:62]([NH:64][C@H:65]([C:70]([NH:8][C@H:9]([C:25]([NH:27][C@H:28]([C:33]([NH:35][C@H:36]([C:41]([O:43][CH3:44])=[O:42])[CH2:37][CH:38]([CH3:39])[CH3:40])=[O:34])[CH2:29][CH:30]([CH3:31])[CH3:32])=[O:26])[CH2:10][CH2:11][CH2:12][CH2:13][NH:14][C:15]([O:17][CH2:18][C:19]1[CH:20]=[CH:21][CH:22]=[CH:23][CH:24]=1)=[O:16])=[O:71])[CH2:66][CH:67]([CH3:68])[CH3:69])=[O:63])[CH2:58][CH:59]([CH3:61])[CH3:60].